The task is: Predict the reactants needed to synthesize the given product.. This data is from Full USPTO retrosynthesis dataset with 1.9M reactions from patents (1976-2016). (1) Given the product [Cl:2][C:3]1[CH:8]=[CH:7][CH:6]=[CH:5][C:4]=1[N:9]1[CH:13]([C:14]2[CH:15]=[N:16][C:17]([N:20]3[CH2:25][CH2:24][N:23]([S:37]([CH3:36])(=[O:39])=[O:38])[CH2:22][CH2:21]3)=[CH:18][CH:19]=2)[CH2:12][C:11]([C:26]([C:28]([F:31])([F:30])[F:29])([C:32]([F:33])([F:35])[F:34])[OH:27])=[N:10]1, predict the reactants needed to synthesize it. The reactants are: Cl.[Cl:2][C:3]1[CH:8]=[CH:7][CH:6]=[CH:5][C:4]=1[N:9]1[CH:13]([C:14]2[CH:15]=[N:16][C:17]([N:20]3[CH2:25][CH2:24][NH:23][CH2:22][CH2:21]3)=[CH:18][CH:19]=2)[CH2:12][C:11]([C:26]([C:32]([F:35])([F:34])[F:33])([C:28]([F:31])([F:30])[F:29])[OH:27])=[N:10]1.[CH3:36][S:37](Cl)(=[O:39])=[O:38].C(N(CC)CC)C. (2) Given the product [C:17]([C:2]1[CH:7]=[CH:6][C:5]([S:8]([NH2:11])(=[O:10])=[O:9])=[C:4]([O:12][C:13]([F:16])([F:15])[F:14])[CH:3]=1)#[N:18], predict the reactants needed to synthesize it. The reactants are: Br[C:2]1[CH:7]=[CH:6][C:5]([S:8]([NH2:11])(=[O:10])=[O:9])=[C:4]([O:12][C:13]([F:16])([F:15])[F:14])[CH:3]=1.[C:17]([Cu])#[N:18].O.